Task: Regression. Given two drug SMILES strings and cell line genomic features, predict the synergy score measuring deviation from expected non-interaction effect.. Dataset: Merck oncology drug combination screen with 23,052 pairs across 39 cell lines (1) Drug 2: O=C(O)C1(Cc2cccc(Nc3nccs3)n2)CCC(Oc2cccc(Cl)c2F)CC1. Synergy scores: synergy=18.4. Cell line: SKOV3. Drug 1: O=S1(=O)NC2(CN1CC(F)(F)F)C1CCC2Cc2cc(C=CCN3CCC(C(F)(F)F)CC3)ccc2C1. (2) Drug 1: C=CCn1c(=O)c2cnc(Nc3ccc(N4CCN(C)CC4)cc3)nc2n1-c1cccc(C(C)(C)O)n1. Drug 2: NC(=O)c1cccc2cn(-c3ccc(C4CCCNC4)cc3)nc12. Cell line: UWB1289. Synergy scores: synergy=66.4. (3) Drug 1: O=S1(=O)NC2(CN1CC(F)(F)F)C1CCC2Cc2cc(C=CCN3CCC(C(F)(F)F)CC3)ccc2C1. Drug 2: Cn1c(=O)n(-c2ccc(C(C)(C)C#N)cc2)c2c3cc(-c4cnc5ccccc5c4)ccc3ncc21. Cell line: UWB1289BRCA1. Synergy scores: synergy=22.5. (4) Drug 1: O=C(NOCC(O)CO)c1ccc(F)c(F)c1Nc1ccc(I)cc1F. Drug 2: CCc1cnn2c(NCc3ccc[n+]([O-])c3)cc(N3CCCCC3CCO)nc12. Cell line: ZR751. Synergy scores: synergy=-3.39. (5) Drug 2: CC1(c2nc3c(C(N)=O)cccc3[nH]2)CCCN1. Synergy scores: synergy=18.5. Drug 1: COc1cccc2c1C(=O)c1c(O)c3c(c(O)c1C2=O)CC(O)(C(=O)CO)CC3OC1CC(N)C(O)C(C)O1. Cell line: T47D. (6) Drug 1: N#Cc1ccc(Cn2cncc2CN2CCN(c3cccc(Cl)c3)C(=O)C2)cc1. Drug 2: CS(=O)(=O)CCNCc1ccc(-c2ccc3ncnc(Nc4ccc(OCc5cccc(F)c5)c(Cl)c4)c3c2)o1. Cell line: A2780. Synergy scores: synergy=15.9. (7) Drug 1: CN(Cc1cnc2nc(N)nc(N)c2n1)c1ccc(C(=O)NC(CCC(=O)O)C(=O)O)cc1. Drug 2: CC1(c2nc3c(C(N)=O)cccc3[nH]2)CCCN1. Cell line: DLD1. Synergy scores: synergy=4.75.